From a dataset of Catalyst prediction with 721,799 reactions and 888 catalyst types from USPTO. Predict which catalyst facilitates the given reaction. (1) Reactant: CC(OI1(OC(C)=O)(OC(C)=O)OC(=O)C2C=CC=CC1=2)=O.[CH2:23]([O:30][C:31]([N:33]1[CH2:39][CH2:38][CH:37]([OH:40])[CH:36]([NH:41][C:42](=[O:44])[CH3:43])[CH2:35][CH2:34]1)=[O:32])[C:24]1[CH:29]=[CH:28][CH:27]=[CH:26][CH:25]=1. Product: [CH2:23]([O:30][C:31]([N:33]1[CH2:39][CH2:38][C:37](=[O:40])[CH:36]([NH:41][C:42](=[O:44])[CH3:43])[CH2:35][CH2:34]1)=[O:32])[C:24]1[CH:25]=[CH:26][CH:27]=[CH:28][CH:29]=1. The catalyst class is: 4. (2) Reactant: [CH2:1]([C:4]([CH2:13][C:14](=[O:25])[C:15]1[CH:20]=[CH:19][C:18]([C:21]([F:24])([F:23])[F:22])=[CH:17][CH:16]=1)([C:9]([O:11][CH3:12])=[O:10])[C:5]([O:7][CH3:8])=[O:6])[CH:2]=C.O=O.[O:28]=[O+][O-].CSC. Product: [CH3:8][O:7][C:5](=[O:6])[C:4]([CH2:1][CH:2]=[O:28])([CH2:13][C:14](=[O:25])[C:15]1[CH:16]=[CH:17][C:18]([C:21]([F:24])([F:22])[F:23])=[CH:19][CH:20]=1)[C:9]([O:11][CH3:12])=[O:10]. The catalyst class is: 34. (3) Reactant: Cl[C:2]1[N:7]=[CH:6][N:5]=[C:4]([C:8]([NH:10][C:11]2[CH:16]=[CH:15][C:14]([S:17](=[O:21])(=[O:20])[NH:18][CH3:19])=[CH:13][C:12]=2[CH3:22])=[O:9])[CH:3]=1.C(NC(C)C)(C)C.[CH:30]1([CH2:33][NH:34][CH2:35][CH2:36][CH3:37])[CH2:32][CH2:31]1. Product: [CH:30]1([CH2:33][N:34]([CH2:35][CH2:36][CH3:37])[C:2]2[N:7]=[CH:6][N:5]=[C:4]([C:8]([NH:10][C:11]3[CH:16]=[CH:15][C:14]([S:17]([NH:18][CH3:19])(=[O:21])=[O:20])=[CH:13][C:12]=3[CH3:22])=[O:9])[CH:3]=2)[CH2:32][CH2:31]1. The catalyst class is: 8. (4) Reactant: [CH2:1]([C:3]1([CH2:14][CH3:15])[C:11]2[C:6](=[C:7]([O:12][CH3:13])[CH:8]=[CH:9][CH:10]=2)[NH:5][CH2:4]1)[CH3:2].Br[C:17]1[CH:22]=[CH:21][CH:20]=[CH:19][C:18]=1[N+:23]([O-:25])=[O:24].C1C=CC(P(C2C(C3C(P(C4C=CC=CC=4)C4C=CC=CC=4)=CC=C4C=3C=CC=C4)=C3C(C=CC=C3)=CC=2)C2C=CC=CC=2)=CC=1.C(=O)([O-])[O-].[Cs+].[Cs+]. Product: [CH2:14]([C:3]1([CH2:1][CH3:2])[C:11]2[C:6](=[C:7]([O:12][CH3:13])[CH:8]=[CH:9][CH:10]=2)[N:5]([C:17]2[CH:22]=[CH:21][CH:20]=[CH:19][C:18]=2[N+:23]([O-:25])=[O:24])[CH2:4]1)[CH3:15]. The catalyst class is: 187. (5) Reactant: [CH:1]12[NH:8][CH:5]([CH2:6][CH2:7]1)[CH2:4][CH:3]([C:9]1[C:14]3[C:15](=[O:19])[CH2:16][CH2:17][NH:18][C:13]=3[N:12]3[N:20]=[CH:21][C:22]([C:23]4[CH:24]=[N:25][C:26]([C:29]5[CH:34]=[CH:33][CH:32]=[CH:31][CH:30]=5)=[CH:27][CH:28]=4)=[C:11]3[N:10]=1)[CH2:2]2.[NH:35]1[CH:39]=[N:38][C:37]([C:40](O)=[O:41])=[N:36]1.C1C=CC2N(O)N=NC=2C=1.CCN(C(C)C)C(C)C. Product: [N:35]1[N:36]=[C:37]([C:40]([N:8]2[CH:1]3[CH2:7][CH2:6][CH:5]2[CH2:4][CH:3]([C:9]2[C:14]4[C:15](=[O:19])[CH2:16][CH2:17][NH:18][C:13]=4[N:12]4[N:20]=[CH:21][C:22]([C:23]5[CH:24]=[N:25][C:26]([C:29]6[CH:30]=[CH:31][CH:32]=[CH:33][CH:34]=6)=[CH:27][CH:28]=5)=[C:11]4[N:10]=2)[CH2:2]3)=[O:41])[NH:38][CH:39]=1. The catalyst class is: 607.